From a dataset of Full USPTO retrosynthesis dataset with 1.9M reactions from patents (1976-2016). Predict the reactants needed to synthesize the given product. (1) Given the product [CH2:1]([O:8][C@@H:9]1[C@@H:14]([O:15][CH2:16][C:17]2[CH:22]=[CH:21][CH:20]=[CH:19][CH:18]=2)[C@H:13]([O:23][CH2:24][C:25]2[CH:26]=[CH:27][CH:28]=[CH:29][CH:30]=2)[C@@H:12]([CH2:31][O:32][CH2:33][C:34]2[CH:39]=[CH:38][CH:37]=[CH:36][CH:35]=2)[O:11][C@H:10]1[N:40]1[C:48]2[C:43](=[C:44]([CH3:49])[CH:45]=[CH:46][CH:47]=2)[C:42]([CH2:50][C:51]2[CH:56]=[CH:55][C:54](/[CH:57]=[CH:58]/[CH2:59][C:60]([O:62][CH2:63][C@@H:64]([OH:65])[CH2:68][OH:67])=[O:61])=[CH:53][CH:52]=2)=[CH:41]1)[C:2]1[CH:7]=[CH:6][CH:5]=[CH:4][CH:3]=1, predict the reactants needed to synthesize it. The reactants are: [CH2:1]([O:8][C@@H:9]1[C@@H:14]([O:15][CH2:16][C:17]2[CH:22]=[CH:21][CH:20]=[CH:19][CH:18]=2)[C@H:13]([O:23][CH2:24][C:25]2[CH:30]=[CH:29][CH:28]=[CH:27][CH:26]=2)[C@@H:12]([CH2:31][O:32][CH2:33][C:34]2[CH:39]=[CH:38][CH:37]=[CH:36][CH:35]=2)[O:11][C@H:10]1[N:40]1[C:48]2[C:43](=[C:44]([CH3:49])[CH:45]=[CH:46][CH:47]=2)[C:42]([CH2:50][C:51]2[CH:56]=[CH:55][C:54](/[CH:57]=[CH:58]/[CH2:59][C:60]([O:62][CH2:63][C@@H:64]3[CH2:68][O:67]C(C)(C)[O:65]3)=[O:61])=[CH:53][CH:52]=2)=[CH:41]1)[C:2]1[CH:7]=[CH:6][CH:5]=[CH:4][CH:3]=1. (2) Given the product [CH2:1]([C:5]1[C:6](=[N:11][NH:12][C:13]2[CH:14]=[C:20]3[C:21](=[CH:17][CH:18]=2)[N:22]=[CH:23][CH:24]=[CH:25]3)[C:7]([NH2:10])=[N:8][N:9]=1)[CH2:2][CH:3]=[CH2:4], predict the reactants needed to synthesize it. The reactants are: [CH2:1]([C:5]1[C:6](=[N:11][NH:12][C:13]2[CH:14]=NC=[CH:17][CH:18]=2)[C:7]([NH2:10])=[N:8][N:9]=1)[CH2:2][CH:3]=[CH2:4].N[C:20]1[CH:21]=[N:22][CH:23]=[CH:24][CH:25]=1.C(CC(=O)CCC=C)#N. (3) Given the product [Cl:18][C:15]1[CH:16]=[CH:17][C:12]([C:10]2[C:9]3[C:4](=[CH:5][CH:6]=[CH:7][CH:8]=3)[C:3](=[O:19])[N:2]([NH:1][C:29](=[O:30])[CH2:28][C:24]3[CH:25]=[CH:26][CH:27]=[C:22]([O:21][CH3:20])[CH:23]=3)[N:11]=2)=[CH:13][CH:14]=1, predict the reactants needed to synthesize it. The reactants are: [NH2:1][N:2]1[N:11]=[C:10]([C:12]2[CH:17]=[CH:16][C:15]([Cl:18])=[CH:14][CH:13]=2)[C:9]2[C:4](=[CH:5][CH:6]=[CH:7][CH:8]=2)[C:3]1=[O:19].[CH3:20][O:21][C:22]1[CH:23]=[C:24]([CH2:28][C:29](O)=[O:30])[CH:25]=[CH:26][CH:27]=1. (4) Given the product [Br:1][C:2]1[CH:3]=[C:4]([C:8]2[CH:20]=[CH:19][C:11]3[NH:12][C:13](=[S:30])[O:14][C:15]([CH3:17])([CH3:16])[C:10]=3[CH:9]=2)[CH:5]=[CH:6][CH:7]=1, predict the reactants needed to synthesize it. The reactants are: [Br:1][C:2]1[CH:3]=[C:4]([C:8]2[CH:20]=[CH:19][C:11]3[NH:12][C:13](=O)[O:14][C:15]([CH3:17])([CH3:16])[C:10]=3[CH:9]=2)[CH:5]=[CH:6][CH:7]=1.COC1C=CC(P2(SP(C3C=CC(OC)=CC=3)(=S)S2)=[S:30])=CC=1. (5) Given the product [N+:11]([C:8]1[CH:9]=[CH:10][C:5]([NH:4][CH2:3][CH2:2][NH:1][S:32]([C:27]2[CH:28]=[CH:29][CH:30]=[CH:31][C:26]=2[N+:23]([O-:25])=[O:24])(=[O:33])=[O:34])=[N:6][CH:7]=1)([O-:13])=[O:12], predict the reactants needed to synthesize it. The reactants are: [NH2:1][CH2:2][CH2:3][NH:4][C:5]1[CH:10]=[CH:9][C:8]([N+:11]([O-:13])=[O:12])=[CH:7][N:6]=1.CCN(C(C)C)C(C)C.[N+:23]([C:26]1[CH:31]=[CH:30][CH:29]=[CH:28][C:27]=1[S:32](Cl)(=[O:34])=[O:33])([O-:25])=[O:24]. (6) Given the product [CH2:1]1[CH:12]2[CH:4]([NH:5][C:6]3[CH:7]=[CH:8][CH:9]=[CH:10][C:11]=32)[CH2:3][CH2:2]1, predict the reactants needed to synthesize it. The reactants are: [CH2:1]1[C:12]2[C:11]3[CH:10]=[CH:9][CH:8]=[CH:7][C:6]=3[NH:5][C:4]=2[CH2:3][CH2:2]1.Cl. (7) The reactants are: [C:1]([O:5][C:6](=[O:15])[C:7]([CH2:13][OH:14])([CH2:11][OH:12])[C:8](=[O:10])[CH3:9])([CH3:4])([CH3:3])[CH3:2].[CH3:16][C:17]([CH3:19])=O.COC(OC)(C)C. Given the product [C:1]([O:5][C:6]([C:7]1([C:8](=[O:10])[CH3:9])[CH2:11][O:12][C:17]([CH3:19])([CH3:16])[O:14][CH2:13]1)=[O:15])([CH3:4])([CH3:2])[CH3:3], predict the reactants needed to synthesize it. (8) The reactants are: [CH2:1]=[C:2]1[C:6](=[CH2:7])[S:5][C:4]([NH2:8])=[N:3]1.[C:9]([O:13][C:14](=[O:17])[CH2:15][Br:16])([CH3:12])([CH3:11])[CH3:10]. Given the product [BrH:16].[C:9]([O:13][C:14](=[O:17])[CH2:15][N:3]1[C:2]([CH3:1])=[C:6]([CH3:7])[S:5][C:4]1=[NH:8])([CH3:12])([CH3:11])[CH3:10], predict the reactants needed to synthesize it.